Predict the reactants needed to synthesize the given product. From a dataset of Retrosynthesis with 50K atom-mapped reactions and 10 reaction types from USPTO. (1) Given the product COc1cc(OC)cc(-c2cc(C3OCCO3)c([N+](=O)[O-])cc2F)c1, predict the reactants needed to synthesize it. The reactants are: COc1cc(OC)cc(-c2cc(C=O)c([N+](=O)[O-])cc2F)c1.OCCO. (2) Given the product CC(C)(C)C(=O)OCOC(=O)[C@@H](Cc1ccccc1)C[C@H](Cc1ccccc1)C(=O)O, predict the reactants needed to synthesize it. The reactants are: CC(C)(C)C(=O)OCOC(=O)[C@@H](Cc1ccccc1)C[C@H](Cc1ccccc1)C(=O)OCc1ccccc1. (3) Given the product CCOC(=O)C(=O)Nc1ccc(C(C)(C)C)cc1, predict the reactants needed to synthesize it. The reactants are: CC(C)(C)c1ccc(N)cc1.CCOC(=O)C(=O)Cl. (4) Given the product COC(=O)c1c(Cl)nc2ccc(C#N)cc2c1NCc1ccc(OC)c(Cl)c1, predict the reactants needed to synthesize it. The reactants are: COC(=O)c1c(Cl)nc2ccc(C#N)cc2c1Cl.COc1ccc(CN)cc1Cl. (5) The reactants are: CCOC(=O)c1cc(-c2cccc(Cl)c2)c(Br)o1. Given the product O=C(O)c1cc(-c2cccc(Cl)c2)c(Br)o1, predict the reactants needed to synthesize it. (6) The reactants are: CN(C(=O)Cl)c1ccccc1.Oc1ccc(Oc2ccc(Cl)c(Cl)c2)nn1. Given the product CN(C(=O)Oc1ccc(Oc2ccc(Cl)c(Cl)c2)nn1)c1ccccc1, predict the reactants needed to synthesize it. (7) The reactants are: Cc1cn(-c2ccc(NC(N)=S)cc2F)cn1.O=C1C(Br)CCCC1c1ccccc1. Given the product Cc1cn(-c2ccc(Nc3nc4c(s3)CCCC4c3ccccc3)cc2F)cn1, predict the reactants needed to synthesize it.